Dataset: Forward reaction prediction with 1.9M reactions from USPTO patents (1976-2016). Task: Predict the product of the given reaction. (1) The product is: [CH:14]1([CH2:17][NH:13][CH2:12][CH2:11][C:4]2[C:5]3[C:10](=[CH:9][CH:8]=[CH:7][CH:6]=3)[N:2]([CH3:1])[CH:3]=2)[CH2:16][CH2:15]1. Given the reactants [CH3:1][N:2]1[C:10]2[C:5](=[CH:6][CH:7]=[CH:8][CH:9]=2)[C:4]([CH2:11][CH2:12][NH2:13])=[CH:3]1.[CH:14]1([CH:17]=O)[CH2:16][CH2:15]1, predict the reaction product. (2) Given the reactants Cl.[C:2]1([N:8]2[CH2:12][CH2:11][C@@H:10]([NH:13][C:14]3[N:19]=[CH:18][C:17](/[CH:20]=[CH:21]/[C:22]([OH:24])=O)=[CH:16][CH:15]=3)[CH2:9]2)[CH:7]=[CH:6][CH:5]=[CH:4][CH:3]=1.[O:25]1[CH2:30][CH2:29][CH2:28][CH2:27][CH:26]1[O:31][NH2:32].ON1C2C=CC=CC=2N=N1.CN(C)CCCN=C=NCC.C([O-])(O)=O.[Na+], predict the reaction product. The product is: [C:2]1([N:8]2[CH2:12][CH2:11][C@@H:10]([NH:13][C:14]3[N:19]=[CH:18][C:17](/[CH:20]=[CH:21]/[C:22]([NH:32][O:31][CH:26]4[CH2:27][CH2:28][CH2:29][CH2:30][O:25]4)=[O:24])=[CH:16][CH:15]=3)[CH2:9]2)[CH:3]=[CH:4][CH:5]=[CH:6][CH:7]=1. (3) Given the reactants [Br:1][C:2]1[C:3]([CH3:10])=[C:4]([CH:7]=[CH:8][CH:9]=1)[CH:5]=O.[NH:11]1[C:19]2[C:14](=[CH:15][CH:16]=[CH:17][CH:18]=2)[CH2:13][C:12]1=[O:20].N1CCCCC1, predict the reaction product. The product is: [Br:1][C:2]1[C:3]([CH3:10])=[C:4]([CH:7]=[CH:8][CH:9]=1)[CH:5]=[C:13]1[C:14]2[C:19](=[CH:18][CH:17]=[CH:16][CH:15]=2)[NH:11][C:12]1=[O:20]. (4) Given the reactants [CH3:1][C:2]1[CH:11]=[CH:10][C:5]([C:6]([O:8]C)=[O:7])=[CH:4][C:3]=1[C:12]#[C:13][C:14]1[CH:19]=[CH:18][CH:17]=[CH:16][N:15]=1.O.[OH-].[Li+], predict the reaction product. The product is: [CH3:1][C:2]1[CH:11]=[CH:10][C:5]([C:6]([OH:8])=[O:7])=[CH:4][C:3]=1[C:12]#[C:13][C:14]1[CH:19]=[CH:18][CH:17]=[CH:16][N:15]=1. (5) Given the reactants Br[C:2]1[CH:11]=[CH:10][C:5]([C:6]([O:8][CH3:9])=[O:7])=[C:4]([CH2:12][N:13]2[C:17](=[O:18])[N:16]([CH2:19][C@H:20]([OH:25])[C:21]([F:24])([F:23])[F:22])[C:15]([C:26]3[CH:31]=[CH:30][C:29]([Cl:32])=[CH:28][CH:27]=3)=[N:14]2)[CH:3]=1.[Cl:33][C:34]1[C:39]([Cl:40])=[CH:38][CH:37]=[CH:36][C:35]=1B(O)O, predict the reaction product. The product is: [Cl:33][C:34]1[C:39]([Cl:40])=[CH:38][CH:37]=[CH:36][C:35]=1[C:2]1[CH:11]=[CH:10][C:5]([C:6]([O:8][CH3:9])=[O:7])=[C:4]([CH2:12][N:13]2[C:17](=[O:18])[N:16]([CH2:19][C@H:20]([OH:25])[C:21]([F:22])([F:24])[F:23])[C:15]([C:26]3[CH:31]=[CH:30][C:29]([Cl:32])=[CH:28][CH:27]=3)=[N:14]2)[CH:3]=1. (6) Given the reactants [F:1][C:2]1[CH:3]=[C:4]([C@@H:12]([C:14]2[C:19]([C:20]([F:23])([F:22])[F:21])=[CH:18][CH:17]=[CH:16][N:15]=2)[NH2:13])[CH:5]=[CH:6][C:7]=1[C:8]([F:11])([F:10])[F:9].CCN(C(C)C)C(C)C.[N:33]1([C:39](Cl)=[O:40])[CH2:38][CH2:37][O:36][CH2:35][CH2:34]1.CN([CH:45]=[O:46])C, predict the reaction product. The product is: [F:9][C:8]([F:11])([F:10])[C:45]([OH:46])=[O:36].[F:1][C:2]1[CH:3]=[C:4]([C@@H:12]([C:14]2[C:19]([C:20]([F:23])([F:21])[F:22])=[CH:18][CH:17]=[CH:16][N:15]=2)[NH:13][C:39]([N:33]2[CH2:38][CH2:37][O:36][CH2:35][CH2:34]2)=[O:40])[CH:5]=[CH:6][C:7]=1[C:8]([F:11])([F:9])[F:10]. (7) Given the reactants [OH:1][C:2]1[CH:16]=[CH:15][C:5]([C:6]([N:8]2[CH2:13][CH2:12][N:11]([CH3:14])[CH2:10][CH2:9]2)=[O:7])=[CH:4][CH:3]=1.[CH3:17][N:18]([C:22]1[CH:27]=[CH:26][CH:25]=[CH:24][CH:23]=1)[C:19](Cl)=[O:20], predict the reaction product. The product is: [CH3:14][N:11]1[CH2:10][CH2:9][N:8]([C:6]([C:5]2[CH:15]=[CH:16][C:2]([O:1][C:19](=[O:20])[N:18]([CH3:17])[C:22]3[CH:27]=[CH:26][CH:25]=[CH:24][CH:23]=3)=[CH:3][CH:4]=2)=[O:7])[CH2:13][CH2:12]1. (8) Given the reactants [F:1][C:2]1[CH:3]=[N:4][C:5]([N:8]2[CH2:16][C@@H:15]3[C@@:10]([C:26]4[CH:31]=[CH:30][CH:29]=[CH:28][CH:27]=4)([N:11]=[C:12]([NH:17]C(=O)C4C=CC=CC=4)[S:13][CH2:14]3)[CH2:9]2)=[N:6][CH:7]=1.[ClH:32].CON.N1C=CC=CC=1, predict the reaction product. The product is: [ClH:32].[F:1][C:2]1[CH:7]=[N:6][C:5]([N:8]2[CH2:16][C@@H:15]3[C@@:10]([C:26]4[CH:31]=[CH:30][CH:29]=[CH:28][CH:27]=4)([N:11]=[C:12]([NH2:17])[S:13][CH2:14]3)[CH2:9]2)=[N:4][CH:3]=1. (9) Given the reactants [Cl:1][C:2]1[CH:7]=[CH:6][C:5]([C:8](=O)[CH2:9][CH2:10][CH2:11][C:12]([OH:14])=[O:13])=[CH:4][CH:3]=1.Cl.[Br:17][C:18]1[CH:23]=[CH:22][C:21]([NH:24]N)=[CH:20][CH:19]=1, predict the reaction product. The product is: [Br:17][C:18]1[CH:19]=[C:20]2[C:21](=[CH:22][CH:23]=1)[NH:24][C:8]([C:5]1[CH:6]=[CH:7][C:2]([Cl:1])=[CH:3][CH:4]=1)=[C:9]2[CH2:10][CH2:11][C:12]([OH:14])=[O:13]. (10) Given the reactants [CH3:1][O:2][C:3]1[CH:4]=[CH:5][CH:6]=[C:7]2[C:12]=1[CH2:11][CH:10]([N:13]([CH2:22][CH2:23][CH3:24])[C:14](=O)[CH2:15][C:16]1[S:17][CH:18]=[CH:19][CH:20]=1)[CH2:9][CH2:8]2, predict the reaction product. The product is: [CH3:1][O:2][C:3]1[CH:4]=[CH:5][CH:6]=[C:7]2[C:12]=1[CH2:11][CH:10]([N:13]([CH2:22][CH2:23][CH3:24])[CH2:14][CH2:15][C:16]1[S:17][CH:18]=[CH:19][CH:20]=1)[CH2:9][CH2:8]2.